From a dataset of Reaction yield outcomes from USPTO patents with 853,638 reactions. Predict the reaction yield, written as a fraction of the theoretical maximum amount of product (1.0 means a 100% yield; for example, 0.34 means a 34% yield). (1) The reactants are [N+:1]([C:4]1[CH:21]=[CH:20][C:7]([O:8][C:9]2[CH:10]=[C:11]3[C:15](=[CH:16][CH:17]=2)[C:14](=[O:18])[NH:13][C:12]3=[O:19])=[CH:6][CH:5]=1)([O-:3])=[O:2].[H-].[Na+].[CH3:24]I.O. The catalyst is CN(C=O)C. The product is [N+:1]([C:4]1[CH:21]=[CH:20][C:7]([O:8][C:9]2[CH:10]=[C:11]3[C:15](=[CH:16][CH:17]=2)[C:14](=[O:18])[N:13]([CH3:24])[C:12]3=[O:19])=[CH:6][CH:5]=1)([O-:3])=[O:2]. The yield is 0.830. (2) The reactants are [CH:1]1([NH:7][C:8]([NH:10][C@H:11]2[CH2:15][O:14][C@@H:13]3[C@H:16]([OH:19])[CH2:17][O:18][C@H:12]23)=[O:9])[CH2:6][CH2:5][CH2:4][CH2:3][CH2:2]1.N1C=CC=CC=1.[F:26][C:27]([F:40])([F:39])[S:28](O[S:28]([C:27]([F:40])([F:39])[F:26])(=[O:30])=[O:29])(=[O:30])=[O:29]. The catalyst is ClCCl. The product is [CH:1]1([NH:7][C:8](=[O:9])[NH:10][C@@H:11]2[C@H:12]3[O:18][CH2:17][C@@H:16]([O:19][S:28]([C:27]([F:40])([F:39])[F:26])(=[O:30])=[O:29])[C@H:13]3[O:14][CH2:15]2)[CH2:6][CH2:5][CH2:4][CH2:3][CH2:2]1. The yield is 0.350. (3) The reactants are O[C:2]1[C:11]2[C:6](=[CH:7][CH:8]=[CH:9][CH:10]=2)[N:5]=[CH:4][N:3]=1.O=P(Cl)(Cl)[Cl:14]. No catalyst specified. The product is [Cl:14][C:2]1[C:11]2[C:6](=[CH:7][CH:8]=[CH:9][CH:10]=2)[N:5]=[CH:4][N:3]=1. The yield is 0.880. (4) The reactants are [N+](=[CH2:3])=[N-].[CH:4]1([C@H:10]([NH:15][C:16]([C:18]2[CH:23]=[CH:22][C:21]([F:24])=[CH:20][C:19]=2[NH:25][C:26]([NH:28][C:29]2[C:34]([CH3:35])=[CH:33][C:32]([CH2:36][CH:37]=[CH2:38])=[CH:31][C:30]=2[CH3:39])=[O:27])=[O:17])[C:11]([O:13][CH3:14])=[O:12])[CH2:9][CH2:8][CH2:7][CH2:6][CH2:5]1. The catalyst is CCOCC.C/C(/[O-])=C/C(C)=O.C/C(/[O-])=C/C(C)=O.[Pd+2]. The product is [CH:4]1([C@H:10]([NH:15][C:16]([C:18]2[CH:23]=[CH:22][C:21]([F:24])=[CH:20][C:19]=2[NH:25][C:26]([NH:28][C:29]2[C:34]([CH3:35])=[CH:33][C:32]([CH2:36][CH:37]3[CH2:3][CH2:38]3)=[CH:31][C:30]=2[CH3:39])=[O:27])=[O:17])[C:11]([O:13][CH3:14])=[O:12])[CH2:9][CH2:8][CH2:7][CH2:6][CH2:5]1. The yield is 0.780. (5) The catalyst is O1CCOCC1.[OH-].[Na+]. The reactants are [CH3:1][O:2][C:3]1[CH:4]=[C:5]([C:13]2[CH:21]=[C:20]3[C:16]([CH:17]=[N:18][NH:19]3)=[CH:15][CH:14]=2)[CH:6]=[CH:7][C:8]=1[O:9][CH2:10][O:11][CH3:12].II.[C:24]([O-])(=[O:26])C.CCCCCC.C(OCC)(=O)C.CCCCCC. The product is [CH3:1][O:2][C:3]1[CH:4]=[C:5]([C:13]2[CH:21]=[C:20]3[C:16]([C:17]([CH:24]=[O:26])=[N:18][NH:19]3)=[CH:15][CH:14]=2)[CH:6]=[CH:7][C:8]=1[O:9][CH2:10][O:11][CH3:12]. The yield is 0.710.